Dataset: Catalyst prediction with 721,799 reactions and 888 catalyst types from USPTO. Task: Predict which catalyst facilitates the given reaction. (1) Reactant: [O:1]=[C:2]1[CH:6]=[CH:5][C:4](=[O:7])[N:3]1[CH2:8][CH:9]([S:14]([OH:17])(=[O:16])=[O:15])[CH2:10][C:11]([OH:13])=[O:12].C(Cl)CCl.O[N:23]1[C:27](=[O:28])[CH2:26][CH2:25][C:24]1=[O:29]. Product: [O:7]=[C:4]1[CH:5]=[CH:6][C:2](=[O:1])[N:3]1[CH2:8][CH:9]([S:14]([OH:17])(=[O:15])=[O:16])[CH2:10][C:11]([O:13][N:23]1[C:27](=[O:28])[CH2:26][CH2:25][C:24]1=[O:29])=[O:12]. The catalyst class is: 44. (2) Reactant: [Cl:1][C@H:2]1[C@H:6]([CH2:7]/[CH:8]=[CH:9]\[CH2:10][CH2:11][CH2:12][C:13]([O:15]CC=C)=[O:14])[C@@H:5](/[CH:19]=[CH:20]/[C@@H:21]([OH:28])[CH2:22][CH2:23][CH2:24][C@H:25]([OH:27])[CH3:26])[C@H:4]([OH:29])[CH2:3]1.[OH-].[Li+].CO.Cl. Product: [Cl:1][C@H:2]1[C@H:6]([CH2:7]/[CH:8]=[CH:9]\[CH2:10][CH2:11][CH2:12][C:13]([OH:15])=[O:14])[C@@H:5](/[CH:19]=[CH:20]/[C@@H:21]([OH:28])[CH2:22][CH2:23][CH2:24][C@H:25]([OH:27])[CH3:26])[C@H:4]([OH:29])[CH2:3]1. The catalyst class is: 1. (3) Reactant: Cl.[NH:2]1[CH2:7][CH2:6][CH2:5][N:4]=[C:3]1[C:8]1[CH:13]=[CH:12][CH:11]=[CH:10][C:9]=1[SH:14].[Cl:15][C:16]1[CH:21]=[CH:20][CH:19]=[C:18]([F:22])[C:17]=1[CH2:23]Cl. Product: [Cl:15][C:16]1[CH:21]=[CH:20][CH:19]=[C:18]([F:22])[C:17]=1[CH2:23][S:14][C:9]1[CH:10]=[CH:11][CH:12]=[CH:13][C:8]=1[C:3]1[NH:4][CH2:5][CH2:6][CH2:7][N:2]=1. The catalyst class is: 28.